Task: Regression. Given a peptide amino acid sequence and an MHC pseudo amino acid sequence, predict their binding affinity value. This is MHC class I binding data.. Dataset: Peptide-MHC class I binding affinity with 185,985 pairs from IEDB/IMGT The peptide sequence is YAAQGYKVL. The MHC is Patr-A0301 with pseudo-sequence Patr-A0301. The binding affinity (normalized) is 0.